This data is from Retrosynthesis with 50K atom-mapped reactions and 10 reaction types from USPTO. The task is: Predict the reactants needed to synthesize the given product. Given the product COc1ccc(C(=O)CCC(=O)Nc2cc(-c3ccccc3)c(Cc3ccccc3)s2)cc1CCCO, predict the reactants needed to synthesize it. The reactants are: COc1ccc(C(=O)CCC(=O)Nc2cc(-c3ccccc3)c(Cc3ccccc3)s2)cc1CCCOC(C)=O.